Dataset: Forward reaction prediction with 1.9M reactions from USPTO patents (1976-2016). Task: Predict the product of the given reaction. (1) Given the reactants [CH3:1][C@H:2]1[C@H:7]([O:8][C:9]2[N:14]=[CH:13][C:12]([C:15]([F:18])([F:17])[F:16])=[CH:11][N:10]=2)[CH2:6][CH2:5][CH2:4][N:3]1C(OC(C)(C)C)=O.C(O)(C(F)(F)F)=O, predict the reaction product. The product is: [CH3:1][C@H:2]1[C@H:7]([O:8][C:9]2[N:10]=[CH:11][C:12]([C:15]([F:18])([F:16])[F:17])=[CH:13][N:14]=2)[CH2:6][CH2:5][CH2:4][NH:3]1. (2) Given the reactants [Cl:1][C:2]1[CH:10]=[C:9]([N+:11]([O-:13])=[O:12])[CH:8]=[CH:7][C:3]=1[C:4](Cl)=[O:5].Cl.[CH3:15][O:16][NH:17][CH3:18].N1C=CC=CC=1.CCOCC, predict the reaction product. The product is: [CH3:15][O:16][N:17]([CH3:18])[C:4](=[O:5])[C:3]1[CH:7]=[CH:8][C:9]([N+:11]([O-:13])=[O:12])=[CH:10][C:2]=1[Cl:1]. (3) Given the reactants [Br:1][C:2]1[C:7]([N+:8]([O-])=O)=[CH:6][C:5]([Cl:11])=[CH:4][C:3]=1[CH3:12].CCO.[Cl-].[NH4+], predict the reaction product. The product is: [Br:1][C:2]1[C:3]([CH3:12])=[CH:4][C:5]([Cl:11])=[CH:6][C:7]=1[NH2:8]. (4) The product is: [CH2:1]([N:4]1[CH2:13][CH:12]2[C:14]3[CH:15]=[CH:16][C:17]([OH:23])=[C:18]([OH:21])[C:19]=3[O:20][C:10]3[C:11]2=[C:6]([CH:7]=[CH:8][CH:9]=3)[CH2:5]1)[CH:2]=[CH2:3]. Given the reactants [CH2:1]([N:4]1[CH2:13][CH:12]2[C:14]3[CH:15]=[CH:16][C:17]([O:23]C)=[C:18]([O:21]C)[C:19]=3[O:20][C:10]3[C:11]2=[C:6]([CH:7]=[CH:8][CH:9]=3)[CH2:5]1)[CH:2]=[CH2:3].B(Br)(Br)Br.CO, predict the reaction product. (5) Given the reactants [CH2:1]([O:3][C:4]([C:6]1[N:7]=[C:8]2[CH:13]=[C:12]([CH3:14])[CH:11]=[CH:10][N:9]2[C:15]=1Br)=[O:5])[CH3:2].[C:17]1(B(O)O)[CH:22]=[CH:21][CH:20]=[CH:19][CH:18]=1.C([O-])(O)=O.[Na+], predict the reaction product. The product is: [CH2:1]([O:3][C:4]([C:6]1[N:7]=[C:8]2[CH:13]=[C:12]([CH3:14])[CH:11]=[CH:10][N:9]2[C:15]=1[C:17]1[CH:22]=[CH:21][CH:20]=[CH:19][CH:18]=1)=[O:5])[CH3:2]. (6) Given the reactants [C:1]1(B(O)O)[CH:6]=[CH:5][CH:4]=[CH:3][CH:2]=1.[F:10][C:11]1[CH:16]=[CH:15][C:14]([C:17]2[O:18][C:19]3[CH:30]=[C:29]([N+:31]([O-:33])=[O:32])[C:28](OS(C(F)(F)F)(=O)=O)=[CH:27][C:20]=3[C:21]=2[C:22]([O:24][CH2:25][CH3:26])=[O:23])=[CH:13][CH:12]=1, predict the reaction product. The product is: [F:10][C:11]1[CH:12]=[CH:13][C:14]([C:17]2[O:18][C:19]3[CH:30]=[C:29]([N+:31]([O-:33])=[O:32])[C:28]([C:1]4[CH:6]=[CH:5][CH:4]=[CH:3][CH:2]=4)=[CH:27][C:20]=3[C:21]=2[C:22]([O:24][CH2:25][CH3:26])=[O:23])=[CH:15][CH:16]=1.